Predict the reactants needed to synthesize the given product. From a dataset of Retrosynthesis with 50K atom-mapped reactions and 10 reaction types from USPTO. (1) Given the product OCc1cccc(OCCCC2OCCO2)c1, predict the reactants needed to synthesize it. The reactants are: O=Cc1cccc(OCCCC2OCCO2)c1. (2) Given the product CCOC(=O)C1CCc2sc3ccc(C#N)cc3c2C1, predict the reactants needed to synthesize it. The reactants are: CCOC(=O)C1CCc2sc3ccc(Br)cc3c2C1.N#C[Cu]. (3) Given the product OCc1ccc2[nH]ccc2c1, predict the reactants needed to synthesize it. The reactants are: COC(=O)c1ccc2[nH]ccc2c1. (4) Given the product Fc1cc(F)cc(C#CC=C2CCNCC2)c1, predict the reactants needed to synthesize it. The reactants are: CC(C)(C)OC(=O)N1CCC(=CC#Cc2cc(F)cc(F)c2)CC1. (5) Given the product CC(C)(Oc1ccc(F)cc1F)C(=O)O, predict the reactants needed to synthesize it. The reactants are: CCOC(=O)C(C)(C)Oc1ccc(F)cc1F. (6) The reactants are: CC(C)O.O=C(Cl)C(Cl)Cc1cc(N2C(=O)c3ccccc3C2=O)c(F)cc1Cl. Given the product CC(C)OC(=O)C(Cl)Cc1cc(N2C(=O)c3ccccc3C2=O)c(F)cc1Cl, predict the reactants needed to synthesize it. (7) Given the product CC(C)(C(=O)O)c1ccccc1Cl, predict the reactants needed to synthesize it. The reactants are: CCOC(=O)C(C)(C)c1ccccc1Cl. (8) Given the product O=C(O)C1CCN(C(=O)OCc2ccccc2)CC1, predict the reactants needed to synthesize it. The reactants are: O=C(Cl)OCc1ccccc1.O=C(O)C1CCNCC1.